Dataset: Forward reaction prediction with 1.9M reactions from USPTO patents (1976-2016). Task: Predict the product of the given reaction. Given the reactants [C@@H:1]12[CH2:7][C@@H:4]([NH:5][CH2:6]1)[CH2:3][N:2]2[C:8]([O:10][C:11]([CH3:14])([CH3:13])[CH3:12])=[O:9].[Cl:15][C:16]1[C:21]([Cl:22])=[CH:20][C:19](I)=[CH:18][N:17]=1, predict the reaction product. The product is: [Cl:22][C:21]1[CH:20]=[C:19]([N:5]2[CH2:6][C@H:1]3[CH2:7][C@@H:4]2[CH2:3][N:2]3[C:8]([O:10][C:11]([CH3:14])([CH3:13])[CH3:12])=[O:9])[CH:18]=[N:17][C:16]=1[Cl:15].